From a dataset of Catalyst prediction with 721,799 reactions and 888 catalyst types from USPTO. Predict which catalyst facilitates the given reaction. (1) Reactant: Cl.[F:2][C:3]1[C:11]2[NH:10][C:9](=[O:12])[N:8]([CH:13]3[CH2:18][CH2:17][NH:16][CH2:15][CH2:14]3)[C:7]=2[CH:6]=[C:5]([CH3:19])[C:4]=1[F:20].[O:21]1[CH2:26][CH2:25][C:24](=O)[CH2:23][CH2:22]1.CC(C)(O)[C:30]#[N:31].S([O-])([O-])(=O)=O.[Mg+2]. Product: [F:2][C:3]1[C:11]2[NH:10][C:9](=[O:12])[N:8]([CH:13]3[CH2:14][CH2:15][N:16]([C:24]4([C:30]#[N:31])[CH2:25][CH2:26][O:21][CH2:22][CH2:23]4)[CH2:17][CH2:18]3)[C:7]=2[CH:6]=[C:5]([CH3:19])[C:4]=1[F:20]. The catalyst class is: 44. (2) Reactant: Cl[C:2]1[CH:7]=[C:6]([O:8][C:9]2[CH:10]=[CH:11][C:12]([N:16]3[C:20](=[O:21])[NH:19][C:18]([C:22]([CH3:27])([CH3:26])[CH2:23][O:24][CH3:25])=[N:17]3)=[N:13][C:14]=2[CH3:15])[CH:5]=[CH:4][N:3]=1.[CH3:28][N:29]1[CH:33]=[C:32](B2OC(C)(C)C(C)(C)O2)[CH:31]=[N:30]1.C([O-])([O-])=O.[K+].[K+].O1CCOCC1. Product: [CH3:25][O:24][CH2:23][C:22]([C:18]1[NH:19][C:20](=[O:21])[N:16]([C:12]2[CH:11]=[CH:10][C:9]([O:8][C:6]3[CH:5]=[CH:4][N:3]=[C:2]([C:32]4[CH:31]=[N:30][N:29]([CH3:28])[CH:33]=4)[CH:7]=3)=[C:14]([CH3:15])[N:13]=2)[N:17]=1)([CH3:27])[CH3:26]. The catalyst class is: 257.